Predict the product of the given reaction. From a dataset of Forward reaction prediction with 1.9M reactions from USPTO patents (1976-2016). (1) Given the reactants [CH3:1][O:2][CH2:3][CH2:4][C:5]1[N:6]([CH2:25][CH2:26][CH2:27][N:28]2[CH2:32][CH2:31][CH2:30][C:29]2=[O:33])[C:7]2[C:16]3[CH:15]=[C:14]([CH2:17][CH2:18][C:19]([N:21]([CH3:23])[CH3:22])=[O:20])[CH:13]=[CH:12][C:11]=3[N:10]=[CH:9][C:8]=2[N:24]=1.ClC1C=C(C=CC=1)C(OO)=O.[OH-].[NH4+:46].C1(C)C=CC(S(Cl)(=O)=O)=CC=1, predict the reaction product. The product is: [NH2:46][C:9]1[C:8]2[N:24]=[C:5]([CH2:4][CH2:3][O:2][CH3:1])[N:6]([CH2:25][CH2:26][CH2:27][N:28]3[CH2:32][CH2:31][CH2:30][C:29]3=[O:33])[C:7]=2[C:16]2[CH:15]=[C:14]([CH2:17][CH2:18][C:19]([N:21]([CH3:23])[CH3:22])=[O:20])[CH:13]=[CH:12][C:11]=2[N:10]=1. (2) Given the reactants Cl[CH2:2][C:3]([NH:5][C:6]1[CH:27]=[CH:26][C:9]2[N:10]=[C:11]([NH:14][CH:15]3[C:23]4[C:18](=[CH:19][CH:20]=[CH:21][C:22]=4[O:24][CH3:25])[CH2:17][CH2:16]3)[O:12][CH2:13][C:8]=2[CH:7]=1)=[O:4].[CH3:28][N:29]1[CH2:34][CH2:33][NH:32][CH2:31][CH:30]1[CH2:35][OH:36].C(N(C(C)C)CC)(C)C, predict the reaction product. The product is: [OH:36][CH2:35][CH:30]1[N:29]([CH3:28])[CH2:34][CH2:33][N:32]([CH2:2][C:3]([NH:5][C:6]2[CH:27]=[CH:26][C:9]3[N:10]=[C:11]([NH:14][CH:15]4[C:23]5[C:18](=[CH:19][CH:20]=[CH:21][C:22]=5[O:24][CH3:25])[CH2:17][CH2:16]4)[O:12][CH2:13][C:8]=3[CH:7]=2)=[O:4])[CH2:31]1. (3) Given the reactants [Br:1][C:2]1[CH:3]=[CH:4][C:5]([C:8]([OH:10])=[O:9])=[N:6][CH:7]=1.[C:11]1(C)C=CC=CC=1.[Si](C=[N+]=[N-])(C)(C)C, predict the reaction product. The product is: [Br:1][C:2]1[CH:3]=[CH:4][C:5]([C:8]([O:10][CH3:11])=[O:9])=[N:6][CH:7]=1. (4) Given the reactants [CH2:1]([N:8]1[C:16]2[C:11](=[CH:12][CH:13]=[C:14]([OH:17])[CH:15]=2)[C:10]([C:18]([NH:20][CH2:21][C:22]2[CH:27]=[CH:26][C:25]([F:28])=[C:24]([F:29])[CH:23]=2)=[O:19])=[C:9]1[CH:30]([CH3:32])[CH3:31])[C:2]1[CH:7]=[CH:6][CH:5]=[CH:4][CH:3]=1.C([O-])([O-])=O.[K+].[K+].[CH2:39](Br)[C:40]1[CH:45]=[CH:44][CH:43]=[CH:42][CH:41]=1.[Na+].[I-], predict the reaction product. The product is: [CH2:1]([N:8]1[C:16]2[C:11](=[CH:12][CH:13]=[C:14]([O:17][CH2:39][C:40]3[CH:45]=[CH:44][CH:43]=[CH:42][CH:41]=3)[CH:15]=2)[C:10]([C:18]([NH:20][CH2:21][C:22]2[CH:27]=[CH:26][C:25]([F:28])=[C:24]([F:29])[CH:23]=2)=[O:19])=[C:9]1[CH:30]([CH3:32])[CH3:31])[C:2]1[CH:7]=[CH:6][CH:5]=[CH:4][CH:3]=1. (5) The product is: [Cl:1][C:2]1[N:6]2[CH:7]=[C:8]([C:15]3[CH:19]=[CH:18][O:17][CH:16]=3)[CH:9]=[C:10]([C:11]([F:14])([F:13])[F:12])[C:5]2=[N:4][C:3]=1[C:20]([N:22]1[CH2:27][CH:26]=[C:25]([C:3]2[C:39]([OH:42])=[CH:9][CH:10]=[CH:5][N:4]=2)[CH2:24][CH2:23]1)=[O:21]. Given the reactants [Cl:1][C:2]1[N:6]2[CH:7]=[C:8]([C:15]3[CH:19]=[CH:18][O:17][CH:16]=3)[CH:9]=[C:10]([C:11]([F:14])([F:13])[F:12])[C:5]2=[N:4][C:3]=1[C:20]([N:22]1[CH2:27][CH:26]=[C:25](OS(C(F)(F)F)(=O)=O)[CH2:24][CH2:23]1)=[O:21].C(Cl)Cl.[C:39]([O-:42])([O-])=O.[Na+].[Na+], predict the reaction product. (6) Given the reactants [C:1]([C:5]1[CH:25]=[CH:24][C:8]([CH2:9][O:10][C:11]2[CH:16]=[CH:15][C:14]([N+:17]([O-])=O)=[CH:13][C:12]=2[C:20](=[O:23])[CH2:21][CH3:22])=[CH:7][CH:6]=1)([CH3:4])([CH3:3])[CH3:2], predict the reaction product. The product is: [NH2:17][C:14]1[CH:15]=[CH:16][C:11]([O:10][CH2:9][C:8]2[CH:7]=[CH:6][C:5]([C:1]([CH3:2])([CH3:4])[CH3:3])=[CH:25][CH:24]=2)=[C:12]([C:20](=[O:23])[CH2:21][CH3:22])[CH:13]=1.